This data is from Reaction yield outcomes from USPTO patents with 853,638 reactions. The task is: Predict the reaction yield, written as a fraction of the theoretical maximum amount of product (1.0 means a 100% yield; for example, 0.34 means a 34% yield). (1) The reactants are C[O:2][C:3](=[O:37])[C@@H:4]([NH:15][C:16]([C@@H:18]1[CH2:22][C@H:21]([SH:23])[CH2:20][N:19]1[S:24]([C:27]1[CH:36]=[CH:35][C:34]2[C:29](=[CH:30][CH:31]=[CH:32][CH:33]=2)[CH:28]=1)(=[O:26])=[O:25])=[O:17])[CH2:5][C:6]1[C:14]2[C:9](=[CH:10][CH:11]=[CH:12][CH:13]=2)[NH:8][CH:7]=1.[Li+].[OH-].C(S)[C@@H](O)[C@H](O)CS. The catalyst is C1COCC1. The product is [NH:8]1[C:9]2[C:14](=[CH:13][CH:12]=[CH:11][CH:10]=2)[C:6]([CH2:5][C@H:4]([NH:15][C:16]([C@@H:18]2[CH2:22][C@H:21]([SH:23])[CH2:20][N:19]2[S:24]([C:27]2[CH:36]=[CH:35][C:34]3[C:29](=[CH:30][CH:31]=[CH:32][CH:33]=3)[CH:28]=2)(=[O:26])=[O:25])=[O:17])[C:3]([OH:37])=[O:2])=[CH:7]1. The yield is 0.860. (2) The reactants are [CH3:1][C:2]1[O:6][N:5]=[C:4]([C:7]2[CH:12]=[CH:11][CH:10]=[CH:9][CH:8]=2)[C:3]=1[C:13]1[N:14]=[C:15]([CH3:18])[NH:16][CH:17]=1.Cl[C:20]1[N:25]=[CH:24][CH:23]=[CH:22][N:21]=1. No catalyst specified. The product is [CH3:18][C:15]1[N:16]([C:20]2[N:25]=[CH:24][CH:23]=[CH:22][N:21]=2)[CH:17]=[C:13]([C:3]2[C:4]([C:7]3[CH:8]=[CH:9][CH:10]=[CH:11][CH:12]=3)=[N:5][O:6][C:2]=2[CH3:1])[N:14]=1. The yield is 0.480.